This data is from Full USPTO retrosynthesis dataset with 1.9M reactions from patents (1976-2016). The task is: Predict the reactants needed to synthesize the given product. (1) Given the product [F:1][C:2]1[CH:3]=[C:4]([S:8][C:9]2[N:13]([C:14]3[C:15]([F:20])=[N:16][CH:17]=[CH:18][CH:19]=3)[N:12]=[C:11]([CH:21]=[O:22])[CH:10]=2)[CH:5]=[CH:6][CH:7]=1, predict the reactants needed to synthesize it. The reactants are: [F:1][C:2]1[CH:3]=[C:4]([S:8][C:9]2[N:13]([C:14]3[C:15]([F:20])=[N:16][CH:17]=[CH:18][CH:19]=3)[N:12]=[C:11]([CH2:21][OH:22])[CH:10]=2)[CH:5]=[CH:6][CH:7]=1. (2) Given the product [CH3:27][N:28]([CH3:29])[C:30]1[CH:35]=[CH:34][C:33]([NH:36][C:37]([NH:24][C:23]2[CH:25]=[CH:26][C:20]([C:9]3[N:8]=[C:7]([N:1]4[CH2:2][CH2:3][O:4][CH2:5][CH2:6]4)[N:12]=[C:11]([O:13][CH:14]4[CH2:15][CH2:16][O:17][CH2:18][CH2:19]4)[N:10]=3)=[CH:21][CH:22]=2)=[O:38])=[CH:32][CH:31]=1, predict the reactants needed to synthesize it. The reactants are: [N:1]1([C:7]2[N:12]=[C:11]([O:13][CH:14]3[CH2:19][CH2:18][O:17][CH2:16][CH2:15]3)[N:10]=[C:9]([C:20]3[CH:26]=[CH:25][C:23]([NH2:24])=[CH:22][CH:21]=3)[N:8]=2)[CH2:6][CH2:5][O:4][CH2:3][CH2:2]1.[CH3:27][N:28]([C:30]1[CH:35]=[CH:34][C:33]([N:36]=[C:37]=[O:38])=[CH:32][CH:31]=1)[CH3:29]. (3) Given the product [CH:1]1([O:4][C:5]2[CH:6]=[C:7]([C@@:12]([NH:20][C:41]([C:39]3[N:40]=[C:36]([CH3:35])[O:37][C:38]=3[C:44]([F:47])([F:45])[F:46])=[O:42])([C:21]3[CH:26]=[C:25]([O:27][C:28]([F:33])([F:32])[CH:29]([F:31])[F:30])[CH:24]=[C:23]([F:34])[CH:22]=3)[CH2:13][C:14]3[CH:19]=[CH:18][CH:17]=[CH:16][CH:15]=3)[CH:8]=[CH:9][C:10]=2[F:11])[CH2:2][CH2:3]1, predict the reactants needed to synthesize it. The reactants are: [CH:1]1([O:4][C:5]2[CH:6]=[C:7]([C@:12]([C:21]3[CH:26]=[C:25]([O:27][C:28]([F:33])([F:32])[CH:29]([F:31])[F:30])[CH:24]=[C:23]([F:34])[CH:22]=3)([NH2:20])[CH2:13][C:14]3[CH:19]=[CH:18][CH:17]=[CH:16][CH:15]=3)[CH:8]=[CH:9][C:10]=2[F:11])[CH2:3][CH2:2]1.[CH3:35][C:36]1[O:37][C:38]([C:44]([F:47])([F:46])[F:45])=[C:39]([C:41](O)=[O:42])[N:40]=1.C1CN([P+](Br)(N2CCCC2)N2CCCC2)CC1.F[P-](F)(F)(F)(F)F.CCN(C(C)C)C(C)C. (4) Given the product [Br:1][C:2]1[CH:10]=[CH:9][CH:8]=[C:7]2[C:3]=1[CH:4]([C:22]1[C:27]([OH:28])=[CH:26][CH:25]=[C:24]([O:29][CH3:30])[N:23]=1)[C:5](=[O:21])[N:6]2[CH2:11][C:12]1[O:13][C:14]([C:17]([F:19])([F:20])[F:18])=[CH:15][CH:16]=1, predict the reactants needed to synthesize it. The reactants are: [Br:1][C:2]1[CH:10]=[CH:9][CH:8]=[C:7]2[C:3]=1[C:4](O)([C:22]1[C:27]([OH:28])=[CH:26][CH:25]=[C:24]([O:29][CH3:30])[N:23]=1)[C:5](=[O:21])[N:6]2[CH2:11][C:12]1[O:13][C:14]([C:17]([F:20])([F:19])[F:18])=[CH:15][CH:16]=1.C(N(CC)CC)C.S(Cl)(Cl)=O.C(O)(=O)C. (5) Given the product [O:23]=[C:19]1[CH2:20][CH2:21][CH2:22][N:18]1[C:14]1[CH:13]=[C:12]([CH2:11][NH:10][C:5]2[CH:6]=[CH:7][CH:8]=[CH:9][C:4]=2[C:3]([OH:24])=[O:2])[CH:17]=[CH:16][N:15]=1, predict the reactants needed to synthesize it. The reactants are: C[O:2][C:3](=[O:24])[C:4]1[CH:9]=[CH:8][CH:7]=[CH:6][C:5]=1[NH:10][CH2:11][C:12]1[CH:17]=[CH:16][N:15]=[C:14]([N:18]2[CH2:22][CH2:21][CH2:20][C:19]2=[O:23])[CH:13]=1.[OH-].[Na+].C(O)(=O)CC(CC(O)=O)(C(O)=O)O. (6) Given the product [CH3:2][O:3][CH2:4][C:5](=[C:7]1[CH2:11][CH2:10][N:9]([C:12]([O:14][C:15]([CH3:18])([CH3:17])[CH3:16])=[O:13])[C:8]1=[O:19])[NH:21][C:22]1[CH:27]=[CH:26][CH:25]=[CH:24][CH:23]=1, predict the reactants needed to synthesize it. The reactants are: [K].[CH3:2][O:3][CH2:4][C:5]([CH:7]1[CH2:11][CH2:10][N:9]([C:12]([O:14][C:15]([CH3:18])([CH3:17])[CH3:16])=[O:13])[C:8]1=[O:19])=O.Cl.[NH2:21][C:22]1[CH:27]=[CH:26][CH:25]=[CH:24][CH:23]=1.O.C1(C)C=CC(S(O)(=O)=O)=CC=1. (7) Given the product [Cl:1][C:2]1[C:3]([O:10][CH:11]([CH3:13])[CH3:12])=[N:4][CH:5]=[C:6]([CH:9]=1)/[C:7](=[N:14]/[OH:15])/[NH2:8], predict the reactants needed to synthesize it. The reactants are: [Cl:1][C:2]1[C:3]([O:10][CH:11]([CH3:13])[CH3:12])=[N:4][CH:5]=[C:6]([CH:9]=1)[C:7]#[N:8].[NH2:14][OH:15].CCOC(C)=O.CCCCCCC. (8) Given the product [CH3:1][C@H:2]([CH2:6][O:7][C:8](=[O:10])[CH3:9])[C:3]([OH:5])=[O:4], predict the reactants needed to synthesize it. The reactants are: [CH3:1][C@H:2]([CH2:6][OH:7])[C:3]([OH:5])=[O:4].[C:8](Cl)(=[O:10])[CH3:9]. (9) Given the product [C:38]([S:40][CH:23]1[CH2:22][CH2:21][N:20]([CH:25]([C:31]2[CH:36]=[CH:35][CH:34]=[CH:33][C:32]=2[F:37])[C:26]([CH:28]2[CH2:30][CH2:29]2)=[O:27])[CH2:19]/[C:18]/1=[CH:17]\[C:10]1[C:11]2[C:16](=[CH:15][CH:14]=[CH:13][CH:12]=2)[N:8]([C:6]([O:5][C:1]([CH3:4])([CH3:3])[CH3:2])=[O:7])[CH:9]=1)(=[O:41])[CH3:39], predict the reactants needed to synthesize it. The reactants are: [C:1]([O:5][C:6]([N:8]1[C:16]2[C:11](=[CH:12][CH:13]=[CH:14][CH:15]=2)[C:10](/[CH:17]=[C:18]2\[CH2:19][N:20]([CH:25]([C:31]3[CH:36]=[CH:35][CH:34]=[CH:33][C:32]=3[F:37])[C:26]([CH:28]3[CH2:30][CH2:29]3)=[O:27])[CH2:21][CH2:22][CH:23]\2O)=[CH:9]1)=[O:7])([CH3:4])([CH3:3])[CH3:2].[C:38]([OH:41])(=[S:40])[CH3:39].C(OC(OCC(C)(C)C)N(C)C)C(C)(C)C.C(=O)([O-])O.[Na+].